This data is from Catalyst prediction with 721,799 reactions and 888 catalyst types from USPTO. The task is: Predict which catalyst facilitates the given reaction. (1) Reactant: Cl.[C:2]1([C:8]2[N:9]=[C:10]3[CH:15]=[CH:14][CH:13]=[C:12]([CH2:16]Cl)[N:11]3[CH:18]=2)[CH:7]=[CH:6][CH:5]=[CH:4][CH:3]=1.[NH2:19][CH2:20][CH2:21][CH2:22][CH2:23][CH2:24][NH2:25].C(N(CC)CC)C.C1C=CC(N([S:40]([C:43]([F:46])([F:45])[F:44])(=[O:42])=[O:41])[S:40]([C:43]([F:46])([F:45])[F:44])(=[O:42])=[O:41])=CC=1. Product: [C:2]1([C:8]2[N:9]=[C:10]3[CH:15]=[CH:14][CH:13]=[C:12]([CH2:16][NH:19][CH2:20][CH2:21][CH2:22][CH2:23][CH2:24][NH:25][S:40]([C:43]([F:46])([F:45])[F:44])(=[O:42])=[O:41])[N:11]3[CH:18]=2)[CH:7]=[CH:6][CH:5]=[CH:4][CH:3]=1. The catalyst class is: 10. (2) Reactant: [NH:1]([C:71]([O:73][C:74]([CH3:77])([CH3:76])[CH3:75])=[O:72])[C@H:2]([C:8]([NH:10][C@H:11]([C:29]([N:31]1[CH2:70][CH2:69][CH2:68][C@H:32]1[C:33]([NH:35][C@H:36]([C:38]([NH:40][C@H:41]([C:58]([O:60]CC1C=CC=CC=1)=[O:59])[CH2:42][CH2:43][CH2:44][CH2:45][NH:46][C:47]([O:49][CH2:50][C:51]1[CH:57]=[CH:56][CH:55]=[CH:54][C:52]=1[Cl:53])=[O:48])=[O:39])[CH3:37])=[O:34])=[O:30])[CH2:12][CH2:13][CH2:14][NH:15][C:16](=[NH:28])[NH:17][S:18]([C:21]1[CH:27]=[CH:26][C:24]([CH3:25])=[CH:23][CH:22]=1)(=[O:20])=[O:19])=[O:9])[CH2:3][CH2:4][C:5](=[O:7])[NH2:6].[OH-].[Na+].C(Cl)(Cl)Cl.CO. Product: [NH:1]([C:71]([O:73][C:74]([CH3:75])([CH3:77])[CH3:76])=[O:72])[C@H:2]([C:8]([NH:10][C@H:11]([C:29]([N:31]1[CH2:70][CH2:69][CH2:68][C@H:32]1[C:33]([NH:35][C@H:36]([C:38]([NH:40][C@H:41]([C:58]([OH:60])=[O:59])[CH2:42][CH2:43][CH2:44][CH2:45][NH:46][C:47]([O:49][CH2:50][C:51]1[CH:57]=[CH:56][CH:55]=[CH:54][C:52]=1[Cl:53])=[O:48])=[O:39])[CH3:37])=[O:34])=[O:30])[CH2:12][CH2:13][CH2:14][NH:15][C:16](=[NH:28])[NH:17][S:18]([C:21]1[CH:27]=[CH:26][C:24]([CH3:25])=[CH:23][CH:22]=1)(=[O:20])=[O:19])=[O:9])[CH2:3][CH2:4][C:5](=[O:7])[NH2:6]. The catalyst class is: 5. (3) Reactant: [CH3:1][C:2]1[CH:8]=[CH:7][C:6]([N+:9]([O-:11])=[O:10])=[CH:5][C:3]=1[NH2:4].[N+:12]([O-:15])([OH:14])=[O:13].[N:16]#[C:17][NH2:18]. Product: [N+:12]([O-:15])([OH:14])=[O:13].[CH3:1][C:2]1[CH:8]=[CH:7][C:6]([N+:9]([O-:11])=[O:10])=[CH:5][C:3]=1[NH:4][C:17]([NH2:18])=[NH:16]. The catalyst class is: 40.